Dataset: Full USPTO retrosynthesis dataset with 1.9M reactions from patents (1976-2016). Task: Predict the reactants needed to synthesize the given product. (1) Given the product [CH3:1][O:2][C:3]([C:5]1[C:10]([Cl:11])=[C:9]([NH:12][C:13](=[O:15])[CH3:14])[CH:8]=[C:7]([C:19]2[CH:20]=[CH:21][C:22]([C:26]([F:28])([F:29])[F:27])=[C:23]([O:24][CH3:25])[C:18]=2[F:17])[N:6]=1)=[O:4], predict the reactants needed to synthesize it. The reactants are: [CH3:1][O:2][C:3]([C:5]1[C:10]([Cl:11])=[C:9]([NH:12][C:13](=[O:15])[CH3:14])[CH:8]=[C:7](Cl)[N:6]=1)=[O:4].[F:17][C:18]1[C:23]([O:24][CH3:25])=[C:22]([C:26]([F:29])([F:28])[F:27])[CH:21]=[CH:20][C:19]=1[Sn](C)(C)C.[F-].[Cs+].C1(P(C2C=CC=CC=2)CCCCP(C2C=CC=CC=2)C2C=CC=CC=2)C=CC=CC=1. (2) Given the product [Cl:1][C:2]1[CH:7]=[CH:6][CH:5]=[CH:4][C:3]=1[C:8]1[C:16]2[C:11](=[N:12][C:13]([O:26][C:27]3[CH:32]=[CH:31][C:30]([F:33])=[CH:29][C:28]=3[F:34])=[N:14][C:15]=2[O:17][CH2:18][C@@H:19]([OH:20])[CH2:23][OH:22])[NH:10][N:9]=1, predict the reactants needed to synthesize it. The reactants are: [Cl:1][C:2]1[CH:7]=[CH:6][CH:5]=[CH:4][C:3]=1[C:8]1[C:16]2[C:11](=[N:12][C:13]([O:26][C:27]3[CH:32]=[CH:31][C:30]([F:33])=[CH:29][C:28]=3[F:34])=[N:14][C:15]=2[O:17][CH2:18][C@H:19]2[CH2:23][O:22]C(C)(C)[O:20]2)[NH:10][N:9]=1.Cl. (3) Given the product [CH:1]([C:4]1[C:5]([C:30]([C:32]2[CH:33]=[C:34]([CH:35]=[CH:42][C:40]#[N:41])[CH:37]=[CH:38][CH:39]=2)=[O:31])=[N:6][C:7]([O:20][CH2:21][C:22]2[CH:27]=[CH:26][C:25]([O:28][CH3:29])=[CH:24][CH:23]=2)=[N:8][C:9]=1[O:10][CH2:11][C:12]1[CH:17]=[CH:16][C:15]([O:18][CH3:19])=[CH:14][CH:13]=1)([CH3:3])[CH3:2], predict the reactants needed to synthesize it. The reactants are: [CH:1]([C:4]1[C:5]([C:30]([C:32]2[CH:33]=[C:34]([CH:37]=[CH:38][CH:39]=2)[CH:35]=O)=[O:31])=[N:6][C:7]([O:20][CH2:21][C:22]2[CH:27]=[CH:26][C:25]([O:28][CH3:29])=[CH:24][CH:23]=2)=[N:8][C:9]=1[O:10][CH2:11][C:12]1[CH:17]=[CH:16][C:15]([O:18][CH3:19])=[CH:14][CH:13]=1)([CH3:3])[CH3:2].[C:40]([CH2:42]P(=O)(OCC)OCC)#[N:41].CC(C)([O-])C.[K+]. (4) Given the product [CH:24]1([CH2:23][N:1]2[CH2:2][CH2:3][C:4]3([O:11][C:10]4[C:12]5[C:17]([C:18](=[O:21])[C:19](=[O:20])[C:9]=4[S:8][CH2:7]3)=[CH:16][CH:15]=[CH:14][CH:13]=5)[CH2:5][CH2:6]2)[CH2:26][CH2:25]1, predict the reactants needed to synthesize it. The reactants are: [NH:1]1[CH2:6][CH2:5][C:4]2([O:11][C:10]3[C:12]4[C:17]([C:18](=[O:21])[C:19](=[O:20])[C:9]=3[S:8][CH2:7]2)=[CH:16][CH:15]=[CH:14][CH:13]=4)[CH2:3][CH2:2]1.Br[CH2:23][CH:24]1[CH2:26][CH2:25]1.